This data is from Full USPTO retrosynthesis dataset with 1.9M reactions from patents (1976-2016). The task is: Predict the reactants needed to synthesize the given product. (1) The reactants are: [Cl:1][C:2]1[C:11]2[C:6](=[CH:7][C:8]([C:12]([O:14]CC)=O)=[CH:9][CH:10]=2)[N:5]=[CH:4][CH:3]=1.[OH-].[NH4+:18]. Given the product [Cl:1][C:2]1[C:11]2[C:6](=[CH:7][C:8]([C:12]([NH2:18])=[O:14])=[CH:9][CH:10]=2)[N:5]=[CH:4][CH:3]=1, predict the reactants needed to synthesize it. (2) Given the product [Br:24][C:11]1[C:12](=[O:13])[N:8]([C:5]2[CH:4]=[CH:3][C:2]([F:1])=[CH:7][CH:6]=2)[N:9]([CH3:23])[C:10]=1[CH2:14][CH2:15][C:16]1[CH:17]=[CH:18][C:19]([F:22])=[CH:20][CH:21]=1, predict the reactants needed to synthesize it. The reactants are: [F:1][C:2]1[CH:7]=[CH:6][C:5]([N:8]2[C:12](=[O:13])[CH:11]=[C:10]([CH2:14][CH2:15][C:16]3[CH:21]=[CH:20][C:19]([F:22])=[CH:18][CH:17]=3)[N:9]2[CH3:23])=[CH:4][CH:3]=1.[Br:24]N1C(=O)CCC1=O. (3) The reactants are: [OH:1][C:2]1[CH:3]=[C:4]([CH:27]=[CH:28][C:29]=1[N+:30]([O-])=O)[O:5][C:6]1[CH:15]=[CH:14][C:13]2[C:8](=[CH:9][CH:10]=[C:11]([O:16][C:17]3[CH:22]=[CH:21][C:20]([N+:23]([O-])=O)=[C:19]([OH:26])[CH:18]=3)[CH:12]=2)[CH:7]=1.[K+].[Br-]. Given the product [NH2:23][C:20]1[CH:21]=[CH:22][C:17]([O:16][C:11]2[CH:10]=[CH:9][C:8]3[C:13](=[CH:14][CH:15]=[C:6]([O:5][C:4]4[CH:27]=[CH:28][C:29]([NH2:30])=[C:2]([OH:1])[CH:3]=4)[CH:7]=3)[CH:12]=2)=[CH:18][C:19]=1[OH:26], predict the reactants needed to synthesize it.